From a dataset of Catalyst prediction with 721,799 reactions and 888 catalyst types from USPTO. Predict which catalyst facilitates the given reaction. Reactant: N(C(OC(C)C)=O)=NC(OC(C)C)=O.O[CH2:16][CH2:17][CH2:18][C@H:19]1[CH2:24][CH2:23][CH2:22][N:21]([C:25]([O:27][C:28]([CH3:31])([CH3:30])[CH3:29])=[O:26])[CH2:20]1.C1(P(C2C=CC=CC=2)C2C=CC=CC=2)C=CC=CC=1.[C:51]1(=[O:61])[NH:55][C:54](=[O:56])[C:53]2=[CH:57][CH:58]=[CH:59][CH:60]=[C:52]12. Product: [O:56]=[C:54]1[C:53]2[C:52](=[CH:60][CH:59]=[CH:58][CH:57]=2)[C:51](=[O:61])[N:55]1[CH2:16][CH2:17][CH2:18][C@H:19]1[CH2:24][CH2:23][CH2:22][N:21]([C:25]([O:27][C:28]([CH3:31])([CH3:30])[CH3:29])=[O:26])[CH2:20]1. The catalyst class is: 1.